From a dataset of Reaction yield outcomes from USPTO patents with 853,638 reactions. Predict the reaction yield, written as a fraction of the theoretical maximum amount of product (1.0 means a 100% yield; for example, 0.34 means a 34% yield). (1) The reactants are Cl.[CH2:2]([O:9][C:10]1[C:11]([C:24]([O:26][C:27]([CH3:30])([CH3:29])[CH3:28])=[O:25])=[N:12][C:13]([CH2:17][CH:18]2[CH2:23][CH2:22][NH:21][CH2:20][CH2:19]2)=[N:14][C:15]=1[CH3:16])[C:3]1[CH:8]=[CH:7][CH:6]=[CH:5][CH:4]=1.[Br:31][C:32]1[CH:33]=[CH:34][C:35](Cl)=[N:36][CH:37]=1.C(=O)([O-])[O-].[K+].[K+]. The catalyst is CN(C)C=O. The product is [CH2:2]([O:9][C:10]1[C:11]([C:24]([O:26][C:27]([CH3:30])([CH3:29])[CH3:28])=[O:25])=[N:12][C:13]([CH2:17][CH:18]2[CH2:23][CH2:22][N:21]([C:35]3[CH:34]=[CH:33][C:32]([Br:31])=[CH:37][N:36]=3)[CH2:20][CH2:19]2)=[N:14][C:15]=1[CH3:16])[C:3]1[CH:4]=[CH:5][CH:6]=[CH:7][CH:8]=1. The yield is 0.0850. (2) The reactants are Br[C:2]1[CH:3]=[C:4]([CH:7]=[CH:8][C:9]=1[CH3:10])[C:5]#[N:6].[Li]CCCC.[B:16](OC(C)C)([O:21]C(C)C)[O:17]C(C)C. The catalyst is C1COCC1. The product is [C:5]([C:4]1[CH:7]=[CH:8][C:9]([CH3:10])=[C:2]([B:16]([OH:21])[OH:17])[CH:3]=1)#[N:6]. The yield is 0.200.